From a dataset of Reaction yield outcomes from USPTO patents with 853,638 reactions. Predict the reaction yield, written as a fraction of the theoretical maximum amount of product (1.0 means a 100% yield; for example, 0.34 means a 34% yield). (1) The catalyst is CN(C=O)C. The reactants are CS(O[CH2:6][CH:7]1[CH2:10][CH:9]([N:11]([CH2:13][C@@H:14]2[C@@H:21]3[C@@H:17]([O:18][C:19]([CH3:23])([CH3:22])[O:20]3)[C@H:16]([N:24]3[CH:32]=[N:31][C:30]4[C:25]3=[N:26][CH:27]=[N:28][C:29]=4[NH2:33])[O:15]2)[CH3:12])[CH2:8]1)(=O)=O.[N-:34]=[N+:35]=[N-:36].[Na+].O. The product is [N:34]([CH2:6][CH:7]1[CH2:8][CH:9]([N:11]([CH2:13][C@@H:14]2[C@H:21]3[O:20][C:19]([CH3:22])([CH3:23])[O:18][C@H:17]3[C@H:16]([N:24]3[CH:32]=[N:31][C:30]4[C:25]3=[N:26][CH:27]=[N:28][C:29]=4[NH2:33])[O:15]2)[CH3:12])[CH2:10]1)=[N+:35]=[N-:36]. The yield is 0.670. (2) The reactants are C(O[C:4](=[O:21])[C:5](=[C:11]([S:19][CH3:20])[NH:12][C:13]1[CH:18]=[CH:17][CH:16]=[CH:15][CH:14]=1)[C:6]([O:8][CH2:9][CH3:10])=[O:7])C. The catalyst is ClC1C=CC=CC=1Cl. The product is [CH2:9]([O:8][C:6]([C:5]1[C:11]([S:19][CH3:20])=[N:12][C:13]2[C:14]([C:4]=1[OH:21])=[CH:15][CH:16]=[CH:17][CH:18]=2)=[O:7])[CH3:10]. The yield is 0.350.